Dataset: Forward reaction prediction with 1.9M reactions from USPTO patents (1976-2016). Task: Predict the product of the given reaction. (1) Given the reactants C([O:8][C:9]1[CH:10]=[C:11]2[C:15](=[CH:16][CH:17]=1)[N:14]([CH2:18][C:19]1[CH:24]=[CH:23][C:22]([O:25][CH2:26][CH2:27][N:28]3[CH2:32][CH2:31][C@@H:30]([CH2:33][F:34])[CH2:29]3)=[CH:21][CH:20]=1)[C:13]([C:35]1[CH:40]=[CH:39][C:38]([O:41]CC3C=CC=CC=3)=[CH:37][CH:36]=1)=[C:12]2[CH3:49])C1C=CC=CC=1.N#N, predict the reaction product. The product is: [F:34][CH2:33][C@@H:30]1[CH2:31][CH2:32][N:28]([CH2:27][CH2:26][O:25][C:22]2[CH:23]=[CH:24][C:19]([CH2:18][N:14]3[C:15]4[C:11](=[CH:10][C:9]([OH:8])=[CH:17][CH:16]=4)[C:12]([CH3:49])=[C:13]3[C:35]3[CH:36]=[CH:37][C:38]([OH:41])=[CH:39][CH:40]=3)=[CH:20][CH:21]=2)[CH2:29]1. (2) Given the reactants [C:1]([O:5][C:6](=[O:27])[NH:7][C:8]1[CH:13]=[CH:12][C:11]([C:14]#[C:15][C:16]2[CH:21]=[CH:20][C:19]([F:22])=[CH:18][C:17]=2[F:23])=[CH:10][C:9]=1[N+:24]([O-])=O)([CH3:4])([CH3:3])[CH3:2].O.O.Cl[Sn]Cl, predict the reaction product. The product is: [C:1]([O:5][C:6](=[O:27])[NH:7][C:8]1[CH:13]=[CH:12][C:11]([C:14]#[C:15][C:16]2[CH:21]=[CH:20][C:19]([F:22])=[CH:18][C:17]=2[F:23])=[CH:10][C:9]=1[NH2:24])([CH3:4])([CH3:2])[CH3:3]. (3) The product is: [CH:1]12[CH2:10][CH:5]3[CH2:6][CH:7]([CH2:9][CH:3]([CH2:4]3)[CH:2]1[NH:11][C:12](=[O:20])[C:13]1[CH:18]=[CH:17][CH:16]=[C:15]([N:32]3[CH2:31][CH2:30][N:29]([C:26]4[CH:25]=[CH:24][C:23]([O:22][CH3:21])=[CH:28][CH:27]=4)[CH2:34][CH2:33]3)[N:14]=1)[CH2:8]2. Given the reactants [CH:1]12[CH2:10][CH:5]3[CH2:6][CH:7]([CH2:9][CH:3]([CH2:4]3)[CH:2]1[NH:11][C:12](=[O:20])[C:13]1[CH:18]=[CH:17][CH:16]=[C:15](Br)[N:14]=1)[CH2:8]2.[CH3:21][O:22][C:23]1[CH:28]=[CH:27][C:26]([N:29]2[CH2:34][CH2:33][NH:32][CH2:31][CH2:30]2)=[CH:25][CH:24]=1.CC(C)([O-])C.[Na+], predict the reaction product.